This data is from Forward reaction prediction with 1.9M reactions from USPTO patents (1976-2016). The task is: Predict the product of the given reaction. Given the reactants [CH2:1]([N:4]1[CH:8]=[CH:7][N:6]=[CH:5]1)[C:2]#[CH:3].Br[C:10]1[C:11]([NH:18][CH2:19][C:20]([CH3:23])([CH3:22])[CH3:21])=[N:12][C:13]([C:16]#[N:17])=[N:14][CH:15]=1.C(N(CC)CC)C, predict the reaction product. The product is: [CH3:21][C:20]([CH3:23])([CH3:22])[CH2:19][N:18]1[C:11]2[N:12]=[C:13]([C:16]#[N:17])[N:14]=[CH:15][C:10]=2[CH:3]=[C:2]1[CH2:1][N:4]1[CH:8]=[CH:7][N:6]=[CH:5]1.